This data is from Catalyst prediction with 721,799 reactions and 888 catalyst types from USPTO. The task is: Predict which catalyst facilitates the given reaction. (1) Reactant: [O:1]1[CH2:5][CH2:4][O:3][CH:2]1[C:6]1[S:7][CH:8]=[CH:9][N:10]=1.[Li]CCCC.[C:16](=[O:18])=[O:17].Cl. Product: [O:1]1[CH2:5][CH2:4][O:3][CH:2]1[C:6]1[S:7][C:8]([C:16]([OH:18])=[O:17])=[CH:9][N:10]=1. The catalyst class is: 1. (2) Reactant: [CH2:1]([C:4]1[CH:9]=[C:8]([NH2:10])[CH:7]=[CH:6][C:5]=1[O:11][CH3:12])[CH:2]=[CH2:3].C(N(CC)CC)C.[C:20](Cl)(=[O:23])[CH2:21][CH3:22]. Product: [CH2:1]([C:4]1[CH:9]=[C:8]([NH:10][C:20](=[O:23])[CH2:21][CH3:22])[CH:7]=[CH:6][C:5]=1[O:11][CH3:12])[CH:2]=[CH2:3]. The catalyst class is: 54. (3) Reactant: C([O:3][C:4]([C:6]1[CH:10]=[C:9]([C:11]2[CH:16]=[CH:15][N:14]=[CH:13][CH:12]=2)[S:8][C:7]=1[NH2:17])=[O:5])C.[OH-].[Na+]. Product: [NH2:17][C:7]1[S:8][C:9]([C:11]2[CH:12]=[CH:13][N:14]=[CH:15][CH:16]=2)=[CH:10][C:6]=1[C:4]([OH:5])=[O:3]. The catalyst class is: 14.